The task is: Predict which catalyst facilitates the given reaction.. This data is from Catalyst prediction with 721,799 reactions and 888 catalyst types from USPTO. (1) Reactant: [C:1]([O:5][C:6](=[O:28])[NH:7][C@@H:8]([CH2:21][C:22]1[CH:27]=[CH:26][CH:25]=[CH:24][CH:23]=1)[C@H:9]([OH:20])[CH2:10][NH:11][CH2:12][C:13]([CH3:19])([CH3:18])[CH2:14][CH2:15][C:16]#[N:17])([CH3:4])([CH3:3])[CH3:2].C(N(C(C)C)CC)(C)C.[O:38]1[C:42]2[CH:43]=[CH:44][C:45]([S:47](Cl)(=[O:49])=[O:48])=[CH:46][C:41]=2[O:40][CH2:39]1. Product: [C:1]([O:5][C:6](=[O:28])[NH:7][C@@H:8]([CH2:21][C:22]1[CH:23]=[CH:24][CH:25]=[CH:26][CH:27]=1)[C@H:9]([OH:20])[CH2:10][N:11]([S:47]([C:45]1[CH:44]=[CH:43][C:42]2[O:38][CH2:39][O:40][C:41]=2[CH:46]=1)(=[O:48])=[O:49])[CH2:12][C:13]([CH3:19])([CH3:18])[CH2:14][CH2:15][C:16]#[N:17])([CH3:2])([CH3:3])[CH3:4]. The catalyst class is: 2. (2) Reactant: C(=O)([O-])[O-].[K+].[K+].CC1C=CC(S(O[CH2:18][C@H:19]([O:22][Si:23]([C:26]([CH3:29])([CH3:28])[CH3:27])([CH3:25])[CH3:24])[CH:20]=[CH2:21])(=O)=O)=CC=1.Cl.[N:31]1[C:40]2[C:35](=[CH:36][CH:37]=[CH:38][CH:39]=2)[CH:34]=[C:33]([C:41]2[C:49]3[C:48]([NH2:50])=[N:47][CH:46]=[N:45][C:44]=3[NH:43][CH:42]=2)[CH:32]=1.O. Product: [Si:23]([O:22][C@H:19]([CH:20]=[CH2:21])[CH2:18][N:43]1[C:44]2[N:45]=[CH:46][N:47]=[C:48]([NH2:50])[C:49]=2[C:41]([C:33]2[CH:32]=[N:31][C:40]3[C:35]([CH:34]=2)=[CH:36][CH:37]=[CH:38][CH:39]=3)=[CH:42]1)([C:26]([CH3:27])([CH3:28])[CH3:29])([CH3:24])[CH3:25]. The catalyst class is: 3.